From a dataset of Full USPTO retrosynthesis dataset with 1.9M reactions from patents (1976-2016). Predict the reactants needed to synthesize the given product. (1) The reactants are: [C:1]1([NH:11][C:12](=[O:14])[CH3:13])[C:10]2[CH2:9][CH2:8][CH2:7][CH2:6][C:5]=2[CH:4]=[CH:3][CH:2]=1.[Br:15]Br. Given the product [Br:15][C:4]1[C:5]2[CH2:6][CH2:7][CH2:8][CH2:9][C:10]=2[C:1]([NH:11][C:12](=[O:14])[CH3:13])=[CH:2][CH:3]=1, predict the reactants needed to synthesize it. (2) Given the product [CH3:8][C:5]1[CH:6]=[CH:7][C:2]([S:18][C:12]2[CH:17]=[CH:16][CH:15]=[CH:14][CH:13]=2)=[CH:3][C:4]=1[N+:9]([O-:11])=[O:10], predict the reactants needed to synthesize it. The reactants are: F[C:2]1[CH:7]=[CH:6][C:5]([CH3:8])=[C:4]([N+:9]([O-:11])=[O:10])[CH:3]=1.[C:12]1([SH:18])[CH:17]=[CH:16][CH:15]=[CH:14][CH:13]=1.C([O-])([O-])=O.[K+].[K+].